This data is from TCR-epitope binding with 47,182 pairs between 192 epitopes and 23,139 TCRs. The task is: Binary Classification. Given a T-cell receptor sequence (or CDR3 region) and an epitope sequence, predict whether binding occurs between them. (1) The epitope is LPPAYTNSF. The TCR CDR3 sequence is CASAREPQMNTEAFF. Result: 0 (the TCR does not bind to the epitope). (2) The epitope is VLWAHGFEL. The TCR CDR3 sequence is CASSPGWGFAEQYF. Result: 1 (the TCR binds to the epitope). (3) The epitope is TSNQVAVLY. The TCR CDR3 sequence is CASSLGGWDNGAFF. Result: 0 (the TCR does not bind to the epitope). (4) The epitope is YVLDHLIVV. The TCR CDR3 sequence is CASRQNTEAFF. Result: 1 (the TCR binds to the epitope). (5) The epitope is NLWNTFTRL. The TCR CDR3 sequence is CASSPGWNTGELFF. Result: 0 (the TCR does not bind to the epitope). (6) The TCR CDR3 sequence is CASSFKQSLANVLTF. The epitope is RISNCVADY. Result: 1 (the TCR binds to the epitope). (7) The epitope is RLRPGGKKK. The TCR CDR3 sequence is CASSVGWGSETQYF. Result: 1 (the TCR binds to the epitope). (8) The epitope is ELAGIGILTV. The TCR CDR3 sequence is CASSYGVLSTDTQYF. Result: 1 (the TCR binds to the epitope). (9) The epitope is KAYNVTQAF. The TCR CDR3 sequence is CASSLGLAGGATQYF. Result: 1 (the TCR binds to the epitope).